This data is from NCI-60 drug combinations with 297,098 pairs across 59 cell lines. The task is: Regression. Given two drug SMILES strings and cell line genomic features, predict the synergy score measuring deviation from expected non-interaction effect. Drug 1: CC1OCC2C(O1)C(C(C(O2)OC3C4COC(=O)C4C(C5=CC6=C(C=C35)OCO6)C7=CC(=C(C(=C7)OC)O)OC)O)O. Drug 2: C1=C(C(=O)NC(=O)N1)N(CCCl)CCCl. Cell line: EKVX. Synergy scores: CSS=41.2, Synergy_ZIP=6.79, Synergy_Bliss=7.04, Synergy_Loewe=-0.157, Synergy_HSA=8.83.